From a dataset of Catalyst prediction with 721,799 reactions and 888 catalyst types from USPTO. Predict which catalyst facilitates the given reaction. (1) Reactant: [NH2:1][C:2]1[CH:11]=[CH:10][C:9]2[C:4](=[C:5]([OH:12])[CH:6]=[CH:7][CH:8]=2)[N:3]=1.C([O-])([O-])=O.[K+].[K+].Cl[CH:20]([CH3:23])[CH:21]=[CH2:22]. Product: [CH2:23]([O:12][C:5]1[CH:6]=[CH:7][CH:8]=[C:9]2[C:4]=1[N:3]=[C:2]([NH2:1])[CH:11]=[CH:10]2)/[CH:20]=[CH:21]/[CH3:22]. The catalyst class is: 8. (2) Reactant: [OH:1][C@@H:2]([CH2:7][N:8]1[CH:12]=[C:11]([C:13]2[CH:18]=[C:17]([NH:19][C:20]3[N:25]=[C:24]([C:26]([F:29])([F:28])[F:27])[CH:23]=[CH:22][N:21]=3)[CH:16]=[C:15]([CH3:30])[CH:14]=2)[CH:10]=[N:9]1)[C:3](OC)=[O:4].[CH2:31]([CH2:33][NH2:34])[OH:32]. Product: [OH:1][C@@H:2]([CH2:7][N:8]1[CH:12]=[C:11]([C:13]2[CH:18]=[C:17]([NH:19][C:20]3[N:25]=[C:24]([C:26]([F:27])([F:28])[F:29])[CH:23]=[CH:22][N:21]=3)[CH:16]=[C:15]([CH3:30])[CH:14]=2)[CH:10]=[N:9]1)[C:3]([NH:34][CH2:33][CH2:31][OH:32])=[O:4]. The catalyst class is: 5. (3) Reactant: [F:1][C:2]1[CH:3]=[C:4]([C:8]2[C:9]([CH:18](O)[CH3:19])=[CH:10][CH:11]=[C:12]3[C:17]=2[N:16]=[CH:15][CH:14]=[CH:13]3)[CH:5]=[CH:6][CH:7]=1.FC1C=C(B(O)O)C=CC=1.C(N(CC)CC)C.CS(Cl)(=O)=O.S([O-])(=O)(=O)C.CN(C)C=O.[N-:53]=[N+:54]=[N-:55].[Na+]. Product: [N:53]([CH:18]([C:9]1[C:8]([C:4]2[CH:5]=[CH:6][CH:7]=[C:2]([F:1])[CH:3]=2)=[C:17]2[C:12]([CH:13]=[CH:14][CH:15]=[N:16]2)=[CH:11][CH:10]=1)[CH3:19])=[N+:54]=[N-:55]. The catalyst class is: 124. (4) Reactant: Cl[C:2]1[C:11]2[C:6](=[CH:7][CH:8]=[CH:9][CH:10]=2)[N:5]=[C:4]([C:12]2[CH:17]=[CH:16][CH:15]=[CH:14][C:13]=2[F:18])[C:3]=1[F:19].C([Li])CCC.[I:25]I. Product: [F:19][C:3]1[C:4]([C:12]2[CH:17]=[CH:16][CH:15]=[CH:14][C:13]=2[F:18])=[N:5][C:6]2[C:11]([C:2]=1[I:25])=[CH:10][CH:9]=[CH:8][CH:7]=2. The catalyst class is: 30. (5) The catalyst class is: 529. Product: [C:4]([O:7][CH2:8][CH2:9][S:1][C:2]#[N:3])(=[O:6])[CH3:5]. Reactant: [S-:1][C:2]#[N:3].[C:4]([O:7][C:8](=O)[CH3:9])(=[O:6])[CH3:5]. (6) Reactant: [CH3:1][C:2]1[CH:11]=[C:10]([N:12]2[CH2:17][CH2:16][NH:15][CH2:14][CH2:13]2)[N:9]=[C:8]2[C:3]=1[C:4](=[O:31])[CH:5]=[C:6]([NH:24][C:25]1[CH:30]=[CH:29][CH:28]=[CH:27][CH:26]=1)[N:7]2[C:18]1[CH:23]=[CH:22][CH:21]=[CH:20][CH:19]=1.[CH3:32][S:33](Cl)(=[O:35])=[O:34]. Product: [CH3:32][S:33]([N:15]1[CH2:16][CH2:17][N:12]([C:10]2[N:9]=[C:8]3[C:3]([C:4](=[O:31])[CH:5]=[C:6]([NH:24][C:25]4[CH:30]=[CH:29][CH:28]=[CH:27][CH:26]=4)[N:7]3[C:18]3[CH:23]=[CH:22][CH:21]=[CH:20][CH:19]=3)=[C:2]([CH3:1])[CH:11]=2)[CH2:13][CH2:14]1)(=[O:35])=[O:34]. The catalyst class is: 2. (7) Reactant: OC1C2N=NNC=2C=CC=1.C(N=C=NC(C)C)(C)C.[CH3:20][O:21][C:22]1[CH:23]=[C:24]([CH:28]=[CH:29][CH:30]=1)[C:25]([OH:27])=O.[CH3:31][C:32]1[C:36]([NH2:37])=[C:35]([C:38]2[CH:43]=[CH:42][CH:41]=[CH:40][CH:39]=2)[NH:34][N:33]=1. Product: [CH3:20][O:21][C:22]1[CH:23]=[C:24]([CH:28]=[CH:29][CH:30]=1)[C:25]([NH:37][C:36]1[C:32]([CH3:31])=[N:33][NH:34][C:35]=1[C:38]1[CH:43]=[CH:42][CH:41]=[CH:40][CH:39]=1)=[O:27]. The catalyst class is: 35.